Predict the reaction yield, written as a fraction of the theoretical maximum amount of product (1.0 means a 100% yield; for example, 0.34 means a 34% yield). From a dataset of Reaction yield outcomes from USPTO patents with 853,638 reactions. (1) The reactants are [C:1](Cl)(=[O:8])[C:2]1[CH:7]=[CH:6][CH:5]=[CH:4][CH:3]=1.C(N(CC)CC)C.ClCCl.[N:20]1([C:26]2[CH:32]=[CH:31][C:30]([C:33]([F:36])([F:35])[F:34])=[CH:29][C:27]=2[NH2:28])[CH2:25][CH2:24][CH2:23][CH2:22][CH2:21]1. The catalyst is O. The product is [N:20]1([C:26]2[CH:32]=[CH:31][C:30]([C:33]([F:35])([F:36])[F:34])=[CH:29][C:27]=2[NH:28][C:1](=[O:8])[C:2]2[CH:7]=[CH:6][CH:5]=[CH:4][CH:3]=2)[CH2:21][CH2:22][CH2:23][CH2:24][CH2:25]1. The yield is 0.867. (2) The reactants are [C:1]([OH:5])(=[O:4])[CH2:2][OH:3].C([N:10]([C:16]([O:18][CH2:19][C:20]1[CH:25]=[CH:24][CH:23]=[CH:22][CH:21]=1)=[O:17])[CH2:11][CH2:12][C:13]([OH:15])=[O:14])(C)(C)C. The catalyst is C(O)=O. The product is [C:1]([OH:5])(=[O:4])[CH2:2][OH:3].[C:16]([NH:10][CH2:11][CH2:12][C:13]([OH:15])=[O:14])([O:18][CH2:19][C:20]1[CH:25]=[CH:24][CH:23]=[CH:22][CH:21]=1)=[O:17]. The yield is 0.800. (3) The reactants are [N+:1]([C:4]1[CH:18]=[CH:17][C:7]([O:8][CH2:9][CH2:10][CH2:11][CH2:12][CH2:13][C:14]([OH:16])=[O:15])=[CH:6][CH:5]=1)([O-:3])=[O:2].Cl.[CH2:20](O)[CH2:21][OH:22]. No catalyst specified. The product is [OH:22][CH2:21][CH2:20][O:15][C:14](=[O:16])[CH2:13][CH2:12][CH2:11][CH2:10][CH2:9][O:8][C:7]1[CH:6]=[CH:5][C:4]([N+:1]([O-:3])=[O:2])=[CH:18][CH:17]=1. The yield is 0.783. (4) The reactants are [F:1][C:2]1[CH:7]=[CH:6][CH:5]=[CH:4][C:3]=1[N:8]1[C:16]2[C:11](=[C:12]([N:17]3[CH2:21][CH2:20][NH:19][C:18]3=[O:22])[CH:13]=[CH:14][CH:15]=2)[CH:10]=[N:9]1.C(N(CC)CC)C.Cl[C:31]([O:33][CH:34]([CH3:36])[CH3:35])=[O:32]. The catalyst is C(#N)C. The product is [F:1][C:2]1[CH:7]=[CH:6][CH:5]=[CH:4][C:3]=1[N:8]1[C:16]2[C:11](=[C:12]([N:17]3[CH2:21][CH2:20][N:19]([C:31]([O:33][CH:34]([CH3:36])[CH3:35])=[O:32])[C:18]3=[O:22])[CH:13]=[CH:14][CH:15]=2)[CH:10]=[N:9]1. The yield is 0.350. (5) The reactants are [Br:1][C:2]1[C:3]([O:18][C:19]2[CH:24]=[CH:23][C:22]([C:25]([O:27][C:28]([CH3:31])([CH3:30])[CH3:29])=[O:26])=[CH:21][C:20]=2[N+:32]([O-])=O)=[C:4]([Cl:17])[CH:5]=[C:6]2[C:11]=1[O:10][CH2:9][CH2:8][CH:7]2[C:12]([O:14][CH2:15][CH3:16])=[O:13].[Cl-].[NH4+]. The catalyst is O1CCCC1.[Zn]. The product is [NH2:32][C:20]1[CH:21]=[C:22]([C:25]([O:27][C:28]([CH3:29])([CH3:31])[CH3:30])=[O:26])[CH:23]=[CH:24][C:19]=1[O:18][C:3]1[C:2]([Br:1])=[C:11]2[C:6]([CH:7]([C:12]([O:14][CH2:15][CH3:16])=[O:13])[CH2:8][CH2:9][O:10]2)=[CH:5][C:4]=1[Cl:17]. The yield is 0.850. (6) The reactants are [Br:1][C:2]1[CH:3]=[C:4]([N+:10]([O-])=O)[C:5]([O:8][CH3:9])=[N:6][CH:7]=1.O.O.[Sn](Cl)Cl. The catalyst is C(OCC)(=O)C. The product is [Br:1][C:2]1[CH:3]=[C:4]([NH2:10])[C:5]([O:8][CH3:9])=[N:6][CH:7]=1. The yield is 0.587. (7) The yield is 0.620. The reactants are Br[C:2]1[CH:3]=[C:4]2[C:9](=[CH:10][CH:11]=1)[N:8]=[CH:7][C:6]([C:12](=[O:15])[CH2:13][CH3:14])=[C:5]2[NH:16][C:17]1[CH:22]=[CH:21][C:20]([CH2:23][N:24]([CH3:26])[CH3:25])=[CH:19][CH:18]=1.[Cl:27][C:28]1[CH:33]=[C:32](B2OC(C)(C)C(C)(C)O2)[CH:31]=[C:30]([F:43])[C:29]=1[OH:44]. The product is [Cl:27][C:28]1[CH:33]=[C:32]([C:2]2[CH:3]=[C:4]3[C:9](=[CH:10][CH:11]=2)[N:8]=[CH:7][C:6]([C:12](=[O:15])[CH2:13][CH3:14])=[C:5]3[NH:16][C:17]2[CH:22]=[CH:21][C:20]([CH2:23][N:24]([CH3:25])[CH3:26])=[CH:19][CH:18]=2)[CH:31]=[C:30]([F:43])[C:29]=1[OH:44]. No catalyst specified. (8) The reactants are [NH2:1][C:2]1[CH:3]=[C:4]([CH:8]=[C:9]([Cl:12])[C:10]=1[NH2:11])[C:5]([O-:7])=[O:6].[CH:13](O)=O.[OH-].[K+]. The catalyst is O. The product is [Cl:12][C:9]1[C:10]2[N:11]=[CH:13][NH:1][C:2]=2[CH:3]=[C:4]([C:5]([OH:7])=[O:6])[CH:8]=1. The yield is 0.370. (9) The reactants are [CH3:1][C:2]1[CH:10]=[C:9]2[C:5]([CH:6]=[CH:7][NH:8]2)=[CH:4][CH:3]=1.C([BH3-])#N.[Na+].[OH-].[Na+]. The catalyst is C(O)(=O)C.O. The product is [CH3:1][C:2]1[CH:10]=[C:9]2[C:5]([CH2:6][CH2:7][NH:8]2)=[CH:4][CH:3]=1. The yield is 0.510. (10) The reactants are [Cl:1]C1C=C(C=CC=1)CP(=O)([O-])[O-].[Li][CH2:14][CH2:15][CH2:16][CH3:17].[CH3:18][CH2:19][CH2:20][CH2:21][CH2:22][CH3:23].[CH:24](=O)[CH2:25][CH2:26]CC#C. The catalyst is C1COCC1. The product is [Cl:1][C:20]1[CH:19]=[CH:18][CH:23]=[CH:22][C:21]=1[CH:17]=[CH:16][CH2:15][CH2:14][CH2:24][C:25]#[CH:26]. The yield is 0.540.